Task: Predict the reaction yield, written as a fraction of the theoretical maximum amount of product (1.0 means a 100% yield; for example, 0.34 means a 34% yield).. Dataset: Reaction yield outcomes from USPTO patents with 853,638 reactions The reactants are Br[C:2]1[CH:23]=[CH:22][C:5]2[N:6]=[C:7]([NH:10][CH:11]3[C:15]4[C:16]([O:20][CH3:21])=[CH:17][CH:18]=[CH:19][C:14]=4[O:13][CH2:12]3)[O:8][CH2:9][C:4]=2[CH:3]=1.[NH2:24][C:25]1[CH:30]=[CH:29][CH:28]=[C:27]([C:31]([F:34])([F:33])[F:32])[N:26]=1. No catalyst specified. The product is [CH3:21][O:20][C:16]1[C:15]2[CH:11]([NH:10][C:7]3[O:8][CH2:9][C:4]4[CH:3]=[C:2]([NH:24][C:25]5[CH:30]=[CH:29][CH:28]=[C:27]([C:31]([F:33])([F:32])[F:34])[N:26]=5)[CH:23]=[CH:22][C:5]=4[N:6]=3)[CH2:12][O:13][C:14]=2[CH:19]=[CH:18][CH:17]=1. The yield is 0.120.